From a dataset of Forward reaction prediction with 1.9M reactions from USPTO patents (1976-2016). Predict the product of the given reaction. (1) The product is: [Br:1][C:2]1[CH:7]=[CH:6][C:5]([O:8][CH:11]2[CH2:15][CH2:14][CH2:13][CH2:12]2)=[CH:4][N:3]=1. Given the reactants [Br:1][C:2]1[CH:7]=[CH:6][C:5]([OH:8])=[CH:4][N:3]=1.[H-].[Na+].[CH:11]1(I)[CH2:15][CH2:14][CH2:13][CH2:12]1.O, predict the reaction product. (2) Given the reactants [C:1]1([C:7]2[C:16]3[C:11](=[CH:12][C:13]([OH:17])=[CH:14][CH:15]=3)[CH:10]=[CH:9][N:8]=2)[CH:6]=[CH:5][CH:4]=[CH:3][CH:2]=1.[F:18][C:19]([F:32])([F:31])[S:20](O[S:20]([C:19]([F:32])([F:31])[F:18])(=[O:22])=[O:21])(=[O:22])=[O:21], predict the reaction product. The product is: [F:18][C:19]([F:32])([F:31])[S:20]([O:17][C:13]1[CH:12]=[C:11]2[C:16](=[CH:15][CH:14]=1)[C:7]([C:1]1[CH:2]=[CH:3][CH:4]=[CH:5][CH:6]=1)=[N:8][CH:9]=[CH:10]2)(=[O:22])=[O:21]. (3) The product is: [CH3:27][C:25]1[NH:24][N:23]=[C:22]([NH:21][C:13]2[N:12]=[C:11]([O:1][C:2]3[CH:3]=[C:4]([CH:7]=[CH:8][CH:9]=3)[C:5]#[N:6])[C:20]3[C:15]([CH:14]=2)=[CH:16][CH:17]=[CH:18][CH:19]=3)[CH:26]=1. Given the reactants [OH:1][C:2]1[CH:3]=[C:4]([CH:7]=[CH:8][CH:9]=1)[C:5]#[N:6].Cl[C:11]1[C:20]2[C:15](=[CH:16][CH:17]=[CH:18][CH:19]=2)[CH:14]=[C:13]([NH:21][C:22]2[CH:26]=[C:25]([CH3:27])[NH:24][N:23]=2)[N:12]=1, predict the reaction product. (4) Given the reactants [CH:1]([NH:3][C:4]1[CH:13]=[CH:12][CH:11]=[C:10]2[C:5]=1[CH:6]=[CH:7][CH:8]=[C:9]2[S:14](Cl)(=[O:16])=[O:15])=[O:2].[NH2:18][C:19]1[S:20][CH:21]=[CH:22][N:23]=1, predict the reaction product. The product is: [S:20]1[CH:21]=[CH:22][N:23]=[C:19]1[NH:18][S:14]([C:9]1[C:10]2[C:5](=[C:4]([NH:3][CH:1]=[O:2])[CH:13]=[CH:12][CH:11]=2)[CH:6]=[CH:7][CH:8]=1)(=[O:16])=[O:15]. (5) Given the reactants CN(C)C(=O)C.[Cl:7][C:8]1[C:9]([C:14]2[CH:15]=[C:16]3[C:20](=[CH:21][CH:22]=2)[NH:19][N:18]=[C:17]3[NH:23][C:24]([NH2:26])=[S:25])=[N:10][CH:11]=[CH:12][CH:13]=1.Br[CH:28]([CH:31]=O)[CH:29]=[O:30], predict the reaction product. The product is: [Cl:7][C:8]1[C:9]([C:14]2[CH:15]=[C:16]3[C:20](=[CH:21][CH:22]=2)[NH:19][N:18]=[C:17]3[NH:23][C:24]2[S:25][C:28]([CH:29]=[O:30])=[CH:31][N:26]=2)=[N:10][CH:11]=[CH:12][CH:13]=1. (6) Given the reactants [NH:1]1[CH:5]=[N:4][C:3]([NH2:6])=[N:2]1.C([O:9][C:10](=O)[CH:11]([C:17]1[CH:22]=[CH:21][CH:20]=[CH:19][CH:18]=1)[C:12](OCC)=[O:13])C, predict the reaction product. The product is: [C:17]1([C:11]2[C:10]([OH:9])=[N:6][C:3]3[N:2]([N:1]=[CH:5][N:4]=3)[C:12]=2[OH:13])[CH:22]=[CH:21][CH:20]=[CH:19][CH:18]=1. (7) Given the reactants [C:1]([O:5][C:6]([NH:8][O:9][CH2:10][C:11]([OH:13])=O)=[O:7])([CH3:4])([CH3:3])[CH3:2].C(Cl)CCl.C1C=CC2N(O)N=NC=2C=1.[NH2:28][CH2:29][CH2:30][O:31][CH2:32][CH2:33][O:34][CH2:35][CH2:36][N:37]1[C:41](=[O:42])[CH:40]=[CH:39][C:38]1=[O:43], predict the reaction product. The product is: [O:43]=[C:38]1[CH:39]=[CH:40][C:41](=[O:42])[N:37]1[CH2:36][CH2:35][O:34][CH2:33][CH2:32][O:31][CH2:30][CH2:29][NH:28][C:11](=[O:13])[CH2:10][O:9][NH:8][C:6](=[O:7])[O:5][C:1]([CH3:2])([CH3:3])[CH3:4].